Dataset: Reaction yield outcomes from USPTO patents with 853,638 reactions. Task: Predict the reaction yield, written as a fraction of the theoretical maximum amount of product (1.0 means a 100% yield; for example, 0.34 means a 34% yield). (1) The reactants are [CH3:1][O:2][C@H:3]([C@@H:8]([CH3:27])[C@@H:9]([O:25][CH3:26])/[CH:10]=[CH:11]/[Sn:12]([CH2:21][CH2:22][CH2:23][CH3:24])([CH2:17][CH2:18][CH2:19][CH3:20])[CH2:13][CH2:14][CH2:15][CH3:16])[C@@H:4]([CH3:7])[CH:5]=[O:6].CC(=CC)C.Cl([O-])=[O:34].[Na+].P([O-])(O)(O)=O.[Na+]. The catalyst is C(O)(C)(C)C.O.[Cl-].[Na+].O. The product is [CH3:1][O:2][C@H:3]([C@@H:8]([CH3:27])[C@@H:9]([O:25][CH3:26])/[CH:10]=[CH:11]/[Sn:12]([CH2:21][CH2:22][CH2:23][CH3:24])([CH2:17][CH2:18][CH2:19][CH3:20])[CH2:13][CH2:14][CH2:15][CH3:16])[C@@H:4]([CH3:7])[C:5]([OH:34])=[O:6]. The yield is 0.900. (2) The reactants are [CH3:1]N(C)C=O.[H-].[Na+].[Cl:8][C:9]1[CH:14]=[C:13]([O:15][C:16]2[C:25]3[C:20](=[CH:21][C:22]([O:28][CH3:29])=[C:23]([O:26][CH3:27])[CH:24]=3)[N:19]=[CH:18][N:17]=2)[CH:12]=[CH:11][C:10]=1[NH:30][C:31](=[O:41])[O:32][CH2:33][C:34]1[CH:39]=[CH:38][CH:37]=[CH:36][C:35]=1[Cl:40].CI. The catalyst is O. The product is [Cl:8][C:9]1[CH:14]=[C:13]([O:15][C:16]2[C:25]3[C:20](=[CH:21][C:22]([O:28][CH3:29])=[C:23]([O:26][CH3:27])[CH:24]=3)[N:19]=[CH:18][N:17]=2)[CH:12]=[CH:11][C:10]=1[N:30]([CH3:1])[C:31](=[O:41])[O:32][CH2:33][C:34]1[CH:39]=[CH:38][CH:37]=[CH:36][C:35]=1[Cl:40]. The yield is 0.850. (3) The reactants are [CH3:1][NH:2][C:3](=[O:21])[CH2:4][CH:5]([C:15]1[CH:20]=[CH:19][CH:18]=[CH:17][CH:16]=1)[C:6]1[C:14]2[C:9](=[N:10][CH:11]=[CH:12][CH:13]=2)[NH:8][CH:7]=1.[Cl:22]C1C=CN=C2NC=C(C(C3C=CC=CC=3)C3C(=O)OC(C)(C)OC3=O)C=12. No catalyst specified. The product is [Cl:22][C:13]1[CH:12]=[CH:11][N:10]=[C:9]2[NH:8][CH:7]=[C:6]([CH:5]([C:15]3[CH:20]=[CH:19][CH:18]=[CH:17][CH:16]=3)[CH2:4][C:3]([NH:2][CH3:1])=[O:21])[C:14]=12. The yield is 0.730. (4) The reactants are [CH:1]1[C:14]2[C:15]3=[C:16]4[C:11](=[CH:12][CH:13]=2)[CH:10]=[CH:9][CH:8]=[C:7]4[CH:6]=[CH:5][C:4]3=[CH:3][CH:2]=1.[C:17](Cl)([CH3:20])([CH3:19])[CH3:18].ClCCl.[Cl-].[Al+3].[Cl-].[Cl-]. The catalyst is O. The product is [C:17]([C:9]1[CH:10]=[C:11]2[C:16]3=[C:15]4[C:4]([CH:3]=[CH:2][CH:1]=[C:14]4[CH:13]=[CH:12]2)=[CH:5][CH:6]=[C:7]3[CH:8]=1)([CH3:20])([CH3:19])[CH3:18]. The yield is 0.650.